This data is from Forward reaction prediction with 1.9M reactions from USPTO patents (1976-2016). The task is: Predict the product of the given reaction. (1) Given the reactants C(OC([N:8]1[CH2:12][C@@H:11]([O:13][C:14]2[CH:19]=[CH:18][C:17]([F:20])=[CH:16][CH:15]=2)[CH2:10][C@H:9]1[C:21]([N:23]1[CH2:29][CH2:28][CH2:27][N:26]([CH:30]2[CH2:33][CH2:32][CH2:31]2)[CH2:25][CH2:24]1)=[O:22])=O)(C)(C)C.FC(F)(F)C(O)=O, predict the reaction product. The product is: [CH:30]1([N:26]2[CH2:27][CH2:28][CH2:29][N:23]([C:21]([C@@H:9]3[CH2:10][C@H:11]([O:13][C:14]4[CH:15]=[CH:16][C:17]([F:20])=[CH:18][CH:19]=4)[CH2:12][NH:8]3)=[O:22])[CH2:24][CH2:25]2)[CH2:31][CH2:32][CH2:33]1. (2) Given the reactants Br[CH:2]([C:13]1[CH:14]=[CH:15][C:16](=[O:26])[N:17]([C:19]2[CH:24]=[CH:23][CH:22]=[CH:21][C:20]=2[CH3:25])[N:18]=1)[C:3]([C:5]1[CH:10]=[CH:9][C:8]([F:11])=[CH:7][C:6]=1[F:12])=O.[CH3:27][N:28]([CH2:30][CH:31]1[CH2:34][N:33]([C:35](=S)[NH:36][NH2:37])[CH2:32]1)[CH3:29].O.C(=O)([O-])O.[Na+], predict the reaction product. The product is: [F:12][C:6]1[CH:7]=[C:8]([F:11])[CH:9]=[CH:10][C:5]=1[C:3]1[C:2]([C:13]2[CH:14]=[CH:15][C:16](=[O:26])[N:17]([C:19]3[CH:24]=[CH:23][CH:22]=[CH:21][C:20]=3[CH3:25])[N:18]=2)=[C:35]2[NH:33][CH2:32][CH:31]([CH2:30][N:28]([CH3:29])[CH3:27])[CH2:34][N:36]2[N:37]=1.